Dataset: Reaction yield outcomes from USPTO patents with 853,638 reactions. Task: Predict the reaction yield, written as a fraction of the theoretical maximum amount of product (1.0 means a 100% yield; for example, 0.34 means a 34% yield). (1) The reactants are [CH3:1][O:2][C:3]1[CH:4]=[C:5]([NH2:15])[CH:6]=[CH:7][C:8]=1[N:9]1[CH:13]=[C:12]([CH3:14])[N:11]=[CH:10]1.[Cl:16][C:17]1[N:22]=[C:21](Cl)[N:20]=[CH:19][N:18]=1. No catalyst specified. The product is [Cl:16][C:17]1[N:22]=[CH:21][N:20]=[C:19]([NH:15][C:5]2[CH:6]=[CH:7][C:8]([N:9]3[CH:13]=[C:12]([CH3:14])[N:11]=[CH:10]3)=[C:3]([O:2][CH3:1])[CH:4]=2)[N:18]=1. The yield is 0.500. (2) The reactants are [CH3:1][N:2]1[C:6]([C:7]([OH:9])=[O:8])=[CH:5][C:4]([CH2:10][CH2:11][CH3:12])=[N:3]1.[N+:13]([O-])([OH:15])=[O:14].O. The catalyst is S(=O)(=O)(O)O. The product is [CH3:1][N:2]1[C:6]([C:7]([OH:9])=[O:8])=[C:5]([N+:13]([O-:15])=[O:14])[C:4]([CH2:10][CH2:11][CH3:12])=[N:3]1. The yield is 0.900. (3) The reactants are [CH2:1]([N:3]1[CH2:8][CH2:7][NH:6][CH2:5][CH2:4]1)[CH3:2].C(=O)([O-])[O-].[K+].[K+].Br[CH2:16][CH2:17][OH:18]. The catalyst is C(#N)C. The product is [CH2:1]([N:3]1[CH2:8][CH2:7][N:6]([CH2:16][CH2:17][OH:18])[CH2:5][CH2:4]1)[CH3:2]. The yield is 0.780. (4) The reactants are [C:1]([O:5][C:6](=[O:21])[NH:7][C@@H:8]([C:10]1[CH:19]=[CH:18][C:17]2[C:12](=[CH:13][C:14](Br)=[CH:15][CH:16]=2)[N:11]=1)[CH3:9])([CH3:4])([CH3:3])[CH3:2].[CH3:22][O:23][C:24]([C:26]1([CH:32]=[CH2:33])[CH2:31][CH2:30][CH2:29][CH2:28][O:27]1)=[O:25].C1(C)C=CC=CC=1P(C1C=CC=CC=1C)C1C=CC=CC=1C.C1(CNCC2CCCCC2)CCCCC1. The catalyst is C(#N)C.C1C=CC(/C=C/C(/C=C/C2C=CC=CC=2)=O)=CC=1.C1C=CC(/C=C/C(/C=C/C2C=CC=CC=2)=O)=CC=1.C1C=CC(/C=C/C(/C=C/C2C=CC=CC=2)=O)=CC=1.[Pd].[Pd]. The product is [CH3:22][O:23][C:24]([C:26]1(/[CH:32]=[CH:33]/[C:14]2[CH:13]=[C:12]3[C:17]([CH:18]=[CH:19][C:10]([C@H:8]([NH:7][C:6]([O:5][C:1]([CH3:4])([CH3:3])[CH3:2])=[O:21])[CH3:9])=[N:11]3)=[CH:16][CH:15]=2)[CH2:31][CH2:30][CH2:29][CH2:28][O:27]1)=[O:25]. The yield is 0.210. (5) The reactants are Br[CH2:2][CH2:3][NH:4][C:5]1[C:14]2[C:9](=[CH:10][C:11]([Cl:15])=[CH:12][CH:13]=2)[N:8]=[CH:7][CH:6]=1.[CH:16]1[C:17]2[C:32](=[O:33])[C:31]([C:34]([OH:36])=[O:35])=[CH:30][N:29]([CH:37]3[CH2:39][CH2:38]3)[C:18]=2[CH:19]=[C:20]([N:23]2[CH2:28][CH2:27][NH:26][CH2:25][CH2:24]2)[C:21]=1[F:22].C(=O)([O-])[O-].[K+].[K+].Cl.CC(O)C. The catalyst is CN(C)C=O.C(Cl)(Cl)Cl.C(O)C. The product is [ClH:15].[Cl:15][C:11]1[CH:10]=[C:9]2[C:14]([C:5]([NH:4][CH2:3][CH2:2][N:26]3[CH2:27][CH2:28][N:23]([C:20]4[CH:19]=[C:18]5[C:17]([C:32](=[O:33])[C:31]([C:34]([OH:36])=[O:35])=[CH:30][N:29]5[CH:37]5[CH2:38][CH2:39]5)=[CH:16][C:21]=4[F:22])[CH2:24][CH2:25]3)=[CH:6][CH:7]=[N:8]2)=[CH:13][CH:12]=1. The yield is 0.0900. (6) The reactants are [Cl:1][C:2]1[N:7]=[CH:6][NH:5][C:4]2=[N:8][CH:9]=[CH:10][C:3]=12.[B-](F)(F)(F)[F:12].[B-](F)(F)(F)F.C1[N+]2(CCl)CC[N+](F)(CC2)C1.CC(O)=O. The catalyst is C(C#N)(C)=O. The product is [Cl:1][C:2]1[C:3]2[C:10]([F:12])=[CH:9][NH:8][C:4]=2[N:5]=[CH:6][N:7]=1. The yield is 0.360.